This data is from Full USPTO retrosynthesis dataset with 1.9M reactions from patents (1976-2016). The task is: Predict the reactants needed to synthesize the given product. (1) Given the product [CH:10]1([C:7]2[CH:8]=[CH:9][C:2]([NH:1][C:14]3[CH:19]=[C:18]([F:20])[CH:17]=[CH:16][C:15]=3[N+:21]([O-:23])=[O:22])=[C:3]([CH:6]=2)[C:4]#[N:5])[CH2:11][CH2:12]1, predict the reactants needed to synthesize it. The reactants are: [NH2:1][C:2]1[CH:9]=[CH:8][C:7]([CH:10]2[CH2:12][CH2:11]2)=[CH:6][C:3]=1[C:4]#[N:5].F[C:14]1[CH:19]=[C:18]([F:20])[CH:17]=[CH:16][C:15]=1[N+:21]([O-:23])=[O:22].O.[OH-].[Li+].C(OCC)(=O)C. (2) Given the product [F:32][C:29]1[CH:30]=[CH:31][C:19]2[N:18]=[C:17]([C@@H:15]([NH2:14])[CH3:16])[N:21]([C:22]3[N:23]([CH3:27])[N:24]=[CH:25][CH:26]=3)[C:20]=2[CH:28]=1, predict the reactants needed to synthesize it. The reactants are: C(O)(C(F)(F)F)=O.C(OC(=O)[NH:14][C@H:15]([C:17]1[N:21]([C:22]2[N:23]([CH3:27])[N:24]=[CH:25][CH:26]=2)[C:20]2[CH:28]=[C:29]([F:32])[CH:30]=[CH:31][C:19]=2[N:18]=1)[CH3:16])(C)(C)C. (3) Given the product [C:19]([O:23][C:24]([NH:26][CH2:27][C:28]1[CH:33]=[CH:32][CH:31]=[CH:30][C:29]=1[C:8]1[C:9]([C:14]([O:16][CH2:17][CH3:18])=[O:15])=[N:10][CH:11]=[CH:12][CH:13]=1)=[O:25])([CH3:22])([CH3:20])[CH3:21], predict the reactants needed to synthesize it. The reactants are: COCCOC.Br[C:8]1[C:9]([C:14]([O:16][CH2:17][CH3:18])=[O:15])=[N:10][CH:11]=[CH:12][CH:13]=1.[C:19]([O:23][C:24]([NH:26][CH2:27][C:28]1[CH:33]=[CH:32][CH:31]=[CH:30][C:29]=1B(O)O)=[O:25])([CH3:22])([CH3:21])[CH3:20].C(=O)([O-])[O-].[Na+].[Na+]. (4) Given the product [CH:11]1([NH:17][C:18]([N:7]2[C:8]3[C:4](=[CH:3][C:2]([F:1])=[CH:10][CH:9]=3)[CH2:5][CH2:6]2)=[O:19])[CH2:16][CH2:15][CH2:14][CH2:13][CH2:12]1, predict the reactants needed to synthesize it. The reactants are: [F:1][C:2]1[CH:3]=[C:4]2[C:8](=[CH:9][CH:10]=1)[NH:7][CH2:6][CH2:5]2.[CH:11]1([N:17]=[C:18]=[O:19])[CH2:16][CH2:15][CH2:14][CH2:13][CH2:12]1. (5) Given the product [Cl:1][C:2]1[CH:10]=[C:9]2[C:5]([C:6]([C:15]([OH:20])=[O:21])=[CH:7][N:8]2[CH2:11][CH:12]([CH3:13])[CH3:14])=[CH:4][CH:3]=1, predict the reactants needed to synthesize it. The reactants are: [Cl:1][C:2]1[CH:10]=[C:9]2[C:5]([C:6]([C:15](=[O:20])C(F)(F)F)=[CH:7][N:8]2[CH2:11][CH:12]([CH3:14])[CH3:13])=[CH:4][CH:3]=1.[OH-:21].[Na+]. (6) Given the product [Cl:1][C:2]1[CH:3]=[CH:4][C:5]([C:8]2[N:13]([CH3:14])[C:12](=[O:15])[C:11]([OH:16])=[CH:10][CH:9]=2)=[CH:6][CH:7]=1, predict the reactants needed to synthesize it. The reactants are: [Cl:1][C:2]1[CH:7]=[CH:6][C:5]([C:8]2[N:13]([CH3:14])[C:12](=[O:15])[C:11]([O:16]C)=[CH:10][CH:9]=2)=[CH:4][CH:3]=1.I[Si](C)(C)C. (7) Given the product [CH:42]1([CH2:45][N:46]([CH2:72][CH2:73][CH3:74])[C:47]2[N:52]=[CH:51][N:50]=[C:49]([C:53]([NH:55][C:56]3[CH:61]=[CH:60][C:59]([S:62]([NH:65][CH2:66][C:67]([OH:69])=[O:68])(=[O:63])=[O:64])=[CH:58][C:57]=3[CH3:71])=[O:54])[CH:48]=2)[CH2:44][CH2:43]1, predict the reactants needed to synthesize it. The reactants are: ClC1N=CN=C(C(NC2C=CC(S(NCC(OC)=O)(=O)=O)=CC=2C)=O)C=1.C(NC(C)C)(C)C.C1(CNCCC)CC1.[CH:42]1([CH2:45][N:46]([CH2:72][CH2:73][CH3:74])[C:47]2[N:52]=[CH:51][N:50]=[C:49]([C:53]([NH:55][C:56]3[CH:61]=[CH:60][C:59]([S:62]([NH:65][CH2:66][C:67]([O:69]C)=[O:68])(=[O:64])=[O:63])=[CH:58][C:57]=3[CH3:71])=[O:54])[CH:48]=2)[CH2:44][CH2:43]1.C1(CN(CCC)C2N=CN=C(C(NC3C=CC(S(NCC(OCC)=O)(=O)=O)=CC=3C)=O)C=2)CC1.